Dataset: Full USPTO retrosynthesis dataset with 1.9M reactions from patents (1976-2016). Task: Predict the reactants needed to synthesize the given product. (1) Given the product [CH3:19][CH:13]1[CH2:14][CH2:15][CH2:16][CH:17]([CH3:18])[N:12]1[N:11]=[CH:9][C:3]1[CH:2]=[CH:1][C:6]([CH:7]=[O:8])=[CH:5][CH:4]=1, predict the reactants needed to synthesize it. The reactants are: [CH:1]1[C:6]([CH:7]=[O:8])=[CH:5][CH:4]=[C:3]([CH:9]=O)[CH:2]=1.[NH2:11][N:12]1[CH:17]([CH3:18])[CH2:16][CH2:15][CH2:14][CH:13]1[CH3:19].C(Cl)(Cl)Cl. (2) Given the product [CH:1]1([C:4]2[CH:9]=[C:8]([F:10])[C:7]([N+:11]([O-:13])=[O:12])=[CH:6][C:5]=2[N:14]2[C:18](=[O:19])[N:17]([CH:32]([CH3:34])[CH3:33])[N:16]=[N:15]2)[CH2:3][CH2:2]1, predict the reactants needed to synthesize it. The reactants are: [CH:1]1([C:4]2[CH:9]=[C:8]([F:10])[C:7]([N+:11]([O-:13])=[O:12])=[CH:6][C:5]=2[N:14]2[C:18](=[O:19])[NH:17][N:16]=[N:15]2)[CH2:3][CH2:2]1.CN(C=O)C.C([O-])([O-])=O.[K+].[K+].I[CH:32]([CH3:34])[CH3:33].